Dataset: Catalyst prediction with 721,799 reactions and 888 catalyst types from USPTO. Task: Predict which catalyst facilitates the given reaction. (1) Reactant: C(OC(=O)[NH:7][C:8]1[CH:13]=[CH:12][CH:11]=[C:10]([O:14][CH2:15][CH:16]2[CH2:21][CH2:20][N:19]([CH3:22])[CH2:18][CH2:17]2)[CH:9]=1)(C)(C)C.[ClH:24]. Product: [ClH:24].[ClH:24].[CH3:22][N:19]1[CH2:20][CH2:21][CH:16]([CH2:15][O:14][C:10]2[CH:9]=[C:8]([NH2:7])[CH:13]=[CH:12][CH:11]=2)[CH2:17][CH2:18]1. The catalyst class is: 5. (2) Reactant: [CH3:1][O:2][C:3]1[CH:8]=[CH:7][C:6]([C@H:9]([NH2:11])[CH3:10])=[CH:5][CH:4]=1.[CH:12]1[N:17]=[C:16](Cl)[C:15]2[N:19]=[CH:20][N:21]([C@@H:22]3[O:26][C@H:25]([CH2:27][OH:28])[C@@H:24]([OH:29])[C@H:23]3[OH:30])[C:14]=2[N:13]=1. Product: [CH3:1][O:2][C:3]1[CH:8]=[CH:7][C:6]([C@H:9]([NH:11][C:16]2[C:15]3[N:19]=[CH:20][N:21]([C:14]=3[N:13]=[CH:12][N:17]=2)[C@@H:22]2[O:26][C@H:25]([CH2:27][OH:28])[C@@H:24]([OH:29])[C@H:23]2[OH:30])[CH3:10])=[CH:5][CH:4]=1. The catalyst class is: 259. (3) Reactant: [NH:1]1[CH2:6][CH2:5][C:4]2([O:11][C:10]3[C:12]4[C:17]([C:18](=[O:21])[C:19](=[O:20])[C:9]=3[S:8][CH2:7]2)=[CH:16][CH:15]=[CH:14][CH:13]=4)[CH2:3][CH2:2]1.[O:22]1[CH:26]=[CH:25][CH:24]=[C:23]1[C:27](Cl)=[O:28].C(N(CC)CC)C. Product: [O:22]1[CH:26]=[CH:25][CH:24]=[C:23]1[C:27]([N:1]1[CH2:2][CH2:3][C:4]2([O:11][C:10]3[C:12]4[C:17]([C:18](=[O:21])[C:19](=[O:20])[C:9]=3[S:8][CH2:7]2)=[CH:16][CH:15]=[CH:14][CH:13]=4)[CH2:5][CH2:6]1)=[O:28]. The catalyst class is: 4. (4) Reactant: Cl[C:2]1[N:12]=[CH:11][CH:10]=[CH:9][C:3]=1[C:4]([O:6][CH2:7][CH3:8])=[O:5].[F:13][C:14]([F:25])([F:24])[C:15]1[CH:20]=[CH:19][C:18](B(O)O)=[CH:17][CH:16]=1.C(=O)([O-])[O-].[Na+].[Na+]. Product: [CH2:7]([O:6][C:4](=[O:5])[C:3]1[CH:9]=[CH:10][CH:11]=[N:12][C:2]=1[C:18]1[CH:19]=[CH:20][C:15]([C:14]([F:25])([F:24])[F:13])=[CH:16][CH:17]=1)[CH3:8]. The catalyst class is: 564. (5) Reactant: [CH:1]1([CH:4]([OH:7])[CH:5]=[CH2:6])[CH2:3][CH2:2]1.N#N.CCN(CC)CC.[Si:17](OS(C(F)(F)F)(=O)=O)([C:20]([CH3:23])([CH3:22])[CH3:21])([CH3:19])[CH3:18]. Product: [Si:17]([O:7][C@@H:4]([CH:1]1[CH2:3][CH2:2]1)[CH:5]=[CH2:6])([C:20]([CH3:23])([CH3:22])[CH3:21])([CH3:19])[CH3:18]. The catalyst class is: 2. (6) Reactant: [CH3:1][C:2]1[CH:7]=[CH:6][C:5]([C:8]2[O:12][N:11]=[C:10]([CH3:13])[N:9]=2)=[CH:4][C:3]=1[OH:14].C(=O)([O-])[O-].[K+].[K+].Br[CH2:22][C:23]1[C:31]2[C:26](=[N:27][CH:28]=[N:29][C:30]=2[Cl:32])[N:25]([CH3:33])[N:24]=1. Product: [Cl:32][C:30]1[N:29]=[CH:28][N:27]=[C:26]2[N:25]([CH3:33])[N:24]=[C:23]([CH2:22][O:14][C:3]3[CH:4]=[C:5]([C:8]4[O:12][N:11]=[C:10]([CH3:13])[N:9]=4)[CH:6]=[CH:7][C:2]=3[CH3:1])[C:31]=12. The catalyst class is: 9.